Dataset: Full USPTO retrosynthesis dataset with 1.9M reactions from patents (1976-2016). Task: Predict the reactants needed to synthesize the given product. (1) Given the product [NH2:20][C:18]1[N:17]=[CH:16][N:15]=[C:14]2[N:13]([C@@H:21]3[CH2:26][CH2:25][CH2:24][N:23]([C:36]([C:35](=[CH:39][CH:40]([CH3:42])[CH3:41])[C:33]#[N:34])=[O:37])[CH2:22]3)[N:12]=[C:11]([C:8]3[CH:9]=[CH:10][C:5]([O:4][C:3]4[CH:28]=[CH:29][CH:30]=[C:31]([F:32])[C:2]=4[F:1])=[CH:6][C:7]=3[F:27])[C:19]=12, predict the reactants needed to synthesize it. The reactants are: [F:1][C:2]1[C:31]([F:32])=[CH:30][CH:29]=[CH:28][C:3]=1[O:4][C:5]1[CH:10]=[CH:9][C:8]([C:11]2[C:19]3[C:14](=[N:15][CH:16]=[N:17][C:18]=3[NH2:20])[N:13]([C@@H:21]3[CH2:26][CH2:25][CH2:24][NH:23][CH2:22]3)[N:12]=2)=[C:7]([F:27])[CH:6]=1.[C:33]([C:35](=[CH:39][CH:40]([CH3:42])[CH3:41])[C:36](O)=[O:37])#[N:34].CCN(C(C)C)C(C)C. (2) Given the product [CH3:13][O:12][C:10](=[O:11])[C:9]([C:6]1[CH:5]=[CH:4][C:3]([O:2][CH3:1])=[CH:8][CH:7]=1)=[CH:16][N:17]([CH3:19])[CH3:18], predict the reactants needed to synthesize it. The reactants are: [CH3:1][O:2][C:3]1[CH:8]=[CH:7][C:6]([CH2:9][C:10]([O:12][CH3:13])=[O:11])=[CH:5][CH:4]=1.CO[CH:16](OC)[N:17]([CH3:19])[CH3:18].